Task: Predict which catalyst facilitates the given reaction.. Dataset: Catalyst prediction with 721,799 reactions and 888 catalyst types from USPTO (1) Reactant: Br[C:2]1[N:3]=[C:4]([C:9]2[N:10]([CH2:18][CH3:19])[C:11]3[CH:16]=[CH:15][N:14]=[CH:13][C:12]=3[N:17]=2)[C:5]([NH2:8])=[N:6][CH:7]=1.[CH3:20][N:21]([CH3:34])[S:22]([C:25]1[CH:30]=[CH:29][C:28](B(O)O)=[CH:27][CH:26]=1)(=[O:24])=[O:23].C([O-])([O-])=O.[K+].[K+]. Product: [NH2:8][C:5]1[N:6]=[CH:7][C:2]([C:28]2[CH:27]=[CH:26][C:25]([S:22]([N:21]([CH3:34])[CH3:20])(=[O:23])=[O:24])=[CH:30][CH:29]=2)=[N:3][C:4]=1[C:9]1[N:10]([CH2:18][CH3:19])[C:11]2[CH:16]=[CH:15][N:14]=[CH:13][C:12]=2[N:17]=1. The catalyst class is: 558. (2) Reactant: O=P(Cl)(Cl)[Cl:3].[N+:6]([C:9]1[C:10]2[N:11]([N:20]=[N:21][N:22]=2)[C:12]2[C:17]([C:18]=1O)=[CH:16][CH:15]=[CH:14][CH:13]=2)([O-:8])=[O:7]. Product: [Cl:3][C:18]1[C:17]2[C:12](=[CH:13][CH:14]=[CH:15][CH:16]=2)[N:11]2[N:20]=[N:21][N:22]=[C:10]2[C:9]=1[N+:6]([O-:8])=[O:7]. The catalyst class is: 9. (3) Reactant: [CH3:1][O:2][C:3]1[CH:12]=[C:11]([O:13][CH3:14])[CH:10]=[C:9]2[C:4]=1[C:5](=[O:34])[NH:6][C:7]([C:15]1[CH:20]=[CH:19][C:18]([N:21]3[CH2:26][CH2:25][CH:24]([N:27]([CH:31]([CH3:33])[CH3:32])C(=O)C)[CH2:23][CH2:22]3)=[CH:17][CH:16]=1)=[N:8]2.[OH-].[Na+]. Product: [CH:31]([NH:27][CH:24]1[CH2:25][CH2:26][N:21]([C:18]2[CH:19]=[CH:20][C:15]([C:7]3[NH:6][C:5](=[O:34])[C:4]4[C:9](=[CH:10][C:11]([O:13][CH3:14])=[CH:12][C:3]=4[O:2][CH3:1])[N:8]=3)=[CH:16][CH:17]=2)[CH2:22][CH2:23]1)([CH3:33])[CH3:32]. The catalyst class is: 33. (4) Reactant: [CH3:1][C:2]([C:4]1[CH:5]=[CH:6][C:7]([OH:11])=[CH:8][C:9]=1[OH:10])=[O:3].Br[CH2:13][CH2:14][CH2:15][CH2:16][CH2:17][CH2:18][CH2:19][CH3:20]. Product: [OH:10][C:9]1[CH:8]=[C:7]([O:11][CH2:13][CH2:14][CH2:15][CH2:16][CH2:17][CH2:18][CH2:19][CH3:20])[CH:6]=[CH:5][C:4]=1[C:2](=[O:3])[CH3:1]. The catalyst class is: 3. (5) Reactant: [NH2:1][CH:2]([C:5]1[CH:10]=[CH:9][CH:8]=[CH:7][C:6]=1[Cl:11])[CH2:3][OH:4].[C:12](O[C:12]([O:14][C:15]([CH3:18])([CH3:17])[CH3:16])=[O:13])([O:14][C:15]([CH3:18])([CH3:17])[CH3:16])=[O:13].C(OCC)(=O)C.C(=O)([O-])O.[Na+]. Product: [Cl:11][C:6]1[CH:7]=[CH:8][CH:9]=[CH:10][C:5]=1[CH:2]([NH:1][C:12](=[O:13])[O:14][C:15]([CH3:18])([CH3:17])[CH3:16])[CH2:3][OH:4]. The catalyst class is: 10. (6) Reactant: [H-].[Na+].[I-].[CH3:4][S+](C)C.[S:8]1[CH:12]=[CH:11][N:10]=[C:9]1[C:13]1[CH:20]=[CH:19][C:16]([CH:17]=[O:18])=[CH:15][CH:14]=1.O. Product: [O:18]1[CH2:4][CH:17]1[C:16]1[CH:15]=[CH:14][C:13]([C:9]2[S:8][CH:12]=[CH:11][N:10]=2)=[CH:20][CH:19]=1. The catalyst class is: 16. (7) Reactant: [Cl:1][C:2]1[C:3]([C:22]([F:25])([F:24])[F:23])=[CH:4][C:5]2[N:9]=[C:8]([CH2:10][CH3:11])[N:7]([C:12]3[CH:17]=[CH:16][C:15]([CH2:18][CH2:19][OH:20])=[CH:14][CH:13]=3)[C:6]=2[CH:21]=1.Cl[C:27]([O:29][C:30]1[CH:35]=[CH:34][CH:33]=[CH:32][CH:31]=1)=[O:28]. Product: [C:27](=[O:28])([O:29][C:30]1[CH:35]=[CH:34][CH:33]=[CH:32][CH:31]=1)[O:20][CH2:19][CH2:18][C:15]1[CH:14]=[CH:13][C:12]([N:7]2[C:6]3[CH:21]=[C:2]([Cl:1])[C:3]([C:22]([F:23])([F:25])[F:24])=[CH:4][C:5]=3[N:9]=[C:8]2[CH2:10][CH3:11])=[CH:17][CH:16]=1. The catalyst class is: 272. (8) Reactant: [CH3:1][O:2][C:3]([C:5]1[C:6]([OH:24])=[C:7]2[C:12](=[CH:13][N:14]=1)[N:11]([CH2:15][C:16]1[CH:21]=[CH:20][CH:19]=[CH:18][CH:17]=1)[C:10](=[O:22])[C:9](Br)=[CH:8]2)=[O:4].C([Sn](CCCC)(CCCC)[C:30]1[CH:35]=[CH:34][C:33]([N:36]2[CH2:41][CH2:40][O:39][CH2:38][CH2:37]2)=[CH:32][CH:31]=1)CCC.CCOC(C)=O.Cl. Product: [CH3:1][O:2][C:3]([C:5]1[C:6]([OH:24])=[C:7]2[C:12](=[CH:13][N:14]=1)[N:11]([CH2:15][C:16]1[CH:21]=[CH:20][CH:19]=[CH:18][CH:17]=1)[C:10](=[O:22])[C:9]([C:30]1[CH:31]=[CH:32][C:33]([N:36]3[CH2:37][CH2:38][O:39][CH2:40][CH2:41]3)=[CH:34][CH:35]=1)=[CH:8]2)=[O:4]. The catalyst class is: 510. (9) Reactant: CCN(C(C)C)C(C)C.[OH:10][C:11]1[CH:16]=[CH:15][C:14]([CH2:17][CH2:18][C:19]([OH:21])=O)=[CH:13][CH:12]=1.C1C=CC2N(O)N=NC=2C=1.CCN=C=NCCCN(C)C.Cl.Cl.[CH2:45]([O:47][C:48](=[O:51])[CH2:49][NH2:50])[CH3:46]. Product: [CH2:45]([O:47][C:48](=[O:51])[CH2:49][NH:50][C:19](=[O:21])[CH2:18][CH2:17][C:14]1[CH:13]=[CH:12][C:11]([OH:10])=[CH:16][CH:15]=1)[CH3:46]. The catalyst class is: 18. (10) Reactant: [H-].[Na+].[C:3]([O:7][C:8]([N:10]1[CH2:15][CH2:14][CH:13]([OH:16])[CH:12]([F:17])[CH2:11]1)=[O:9])([CH3:6])([CH3:5])[CH3:4].F[C:19]1[CH:26]=[CH:25][CH:24]=[CH:23][C:20]=1[CH:21]=[O:22]. Product: [C:3]([O:7][C:8]([N:10]1[CH2:15][CH2:14][CH:13]([O:16][C:19]2[CH:26]=[CH:25][CH:24]=[CH:23][C:20]=2[CH:21]=[O:22])[CH:12]([F:17])[CH2:11]1)=[O:9])([CH3:6])([CH3:4])[CH3:5]. The catalyst class is: 220.